Dataset: hERG Central: cardiac toxicity at 1µM, 10µM, and general inhibition. Task: Predict hERG channel inhibition at various concentrations. (1) The compound is CC(C)Oc1ccc(CN2CCC(n3nccc3NC(=O)C3CC3)CC2)cc1. Results: hERG_inhib (hERG inhibition (general)): blocker. (2) The compound is C/C=C(\C)C(=O)NCCN1C2=NC[C@H](Cc3ccccc3)N2C[C@@H]1Cc1ccc(OC)cc1. Results: hERG_inhib (hERG inhibition (general)): blocker. (3) The compound is Cc1ccc(C(CNS(=O)(=O)c2ccc(C)cc2)N2CCN(C)CC2)cc1. Results: hERG_inhib (hERG inhibition (general)): blocker. (4) The compound is O=C(CSc1nnc(-c2ccco2)n1Cc1ccco1)Nc1ccccc1. Results: hERG_inhib (hERG inhibition (general)): blocker. (5) The drug is O=C1CC(c2ccccc2)CC(O)=C1C=NCCN1CCN(C(=O)Nc2ccccc2)CC1. Results: hERG_inhib (hERG inhibition (general)): blocker. (6) The compound is CN(C)c1ccc(/C=N/NC(=O)C2CC2c2ccccc2)cc1. Results: hERG_inhib (hERG inhibition (general)): blocker. (7) The drug is Cc1ccc(-n2cc(CNCCc3cscn3)c(-c3ccc(F)cc3)n2)cc1. Results: hERG_inhib (hERG inhibition (general)): blocker.